Predict the product of the given reaction. From a dataset of Forward reaction prediction with 1.9M reactions from USPTO patents (1976-2016). (1) Given the reactants [NH:1]1[CH2:6][CH2:5][CH2:4][CH:3]([C:7]([NH2:9])=[O:8])[CH2:2]1.C(N(CC)C(C)C)(C)C.Cl[C:20]1[N:25]=[CH:24][N:23]=[C:22]([O:26][C:27]2[CH:53]=[CH:52][CH:51]=[CH:50][C:28]=2[CH2:29][NH:30][C:31]([NH:33][C:34]2[N:38]([C:39]3[CH:44]=[CH:43][C:42]([CH3:45])=[CH:41][CH:40]=3)[N:37]=[C:36]([C:46]([CH3:49])([CH3:48])[CH3:47])[CH:35]=2)=[O:32])[CH:21]=1.C(=O)(O)[O-].[Na+], predict the reaction product. The product is: [C:46]([C:36]1[CH:35]=[C:34]([NH:33][C:31](=[O:32])[NH:30][CH2:29][C:28]2[CH:50]=[CH:51][CH:52]=[CH:53][C:27]=2[O:26][C:22]2[N:23]=[CH:24][N:25]=[C:20]([N:1]3[CH2:6][CH2:5][CH2:4][CH:3]([C:7]([NH2:9])=[O:8])[CH2:2]3)[CH:21]=2)[N:38]([C:39]2[CH:44]=[CH:43][C:42]([CH3:45])=[CH:41][CH:40]=2)[N:37]=1)([CH3:49])([CH3:47])[CH3:48]. (2) Given the reactants [OH:1][CH:2]1[CH:7]([NH:8][C:9](=[O:15])[O:10][C:11]([CH3:14])([CH3:13])[CH3:12])[CH:6]=[C:5]([C:16]2[CH:21]=[CH:20][N:19]=[CH:18][C:17]=2[N+:22]([O-:24])=[O:23])[CH2:4][CH:3]1[CH3:25].[CH3:26][C:27](OC(C)=O)=[O:28], predict the reaction product. The product is: [C:27]([O:1][CH:2]1[CH:3]([CH3:25])[CH2:4][C:5]([C:16]2[CH:21]=[CH:20][N:19]=[CH:18][C:17]=2[N+:22]([O-:24])=[O:23])=[CH:6][CH:7]1[NH:8][C:9]([O:10][C:11]([CH3:12])([CH3:13])[CH3:14])=[O:15])(=[O:28])[CH3:26]. (3) Given the reactants C(O[C:6](=[O:28])[NH:7][C@@H:8]([CH2:21][C:22]1[CH:27]=[CH:26][CH:25]=[CH:24][CH:23]=1)[CH:9]([C:11](=[O:20])[NH:12][CH2:13][C:14]1[CH:19]=[CH:18][CH:17]=[CH:16][CH:15]=1)[OH:10])(C)(C)C.FC(F)(F)C(O)=O.C(N(CC)C(C)C)(C)C.[CH2:45]1[C:53]2[C:48](=[CH:49][CH:50]=[CH:51][CH:52]=2)[CH2:47][CH:46]1[C:54]([NH:56][C@@H:57]([CH3:75])[C:58]([NH:60][C@@H:61]([CH2:65][C:66]1[C:74]2[C:69](=[CH:70][CH:71]=[CH:72][CH:73]=2)[NH:68][CH:67]=1)C(O)=O)=[O:59])=[O:55].CN(C(ON1N=NC2C=CC=NC1=2)=[N+](C)C)C.F[P-](F)(F)(F)(F)F, predict the reaction product. The product is: [CH2:21]([C@H:8]([NH:7][C:6]([C@@H:61]([NH:60][C:58]([C@@H:57]([NH:56][C:54]([CH:46]1[CH2:45][C:53]2[C:48](=[CH:49][CH:50]=[CH:51][CH:52]=2)[CH2:47]1)=[O:55])[CH3:75])=[O:59])[CH2:65][C:66]1[C:74]2[C:69](=[CH:70][CH:71]=[CH:72][CH:73]=2)[NH:68][CH:67]=1)=[O:28])[CH:9]([C:11](=[O:20])[NH:12][CH2:13][C:14]1[CH:15]=[CH:16][CH:17]=[CH:18][CH:19]=1)[OH:10])[C:22]1[CH:23]=[CH:24][CH:25]=[CH:26][CH:27]=1. (4) Given the reactants [C:1]([C:3]1[CH:10]=[CH:9][C:6]([CH2:7][NH2:8])=[CH:5][CH:4]=1)#[N:2].C(N(CC)C(C)C)(C)C.[CH:20]([C:22]1[CH:30]=[CH:29][C:25]([C:26](Cl)=[O:27])=[CH:24][CH:23]=1)=[O:21], predict the reaction product. The product is: [C:1]([C:3]1[CH:10]=[CH:9][C:6]([CH2:7][NH:8][C:26](=[O:27])[C:25]2[CH:29]=[CH:30][C:22]([CH:20]=[O:21])=[CH:23][CH:24]=2)=[CH:5][CH:4]=1)#[N:2]. (5) Given the reactants [OH:1][CH2:2][C:3]1[CH:8]=[CH:7][CH:6]=[CH:5][C:4]=1B(O)O.[OH-].[Na+].Cl.[N:15]12[CH2:22][CH2:21][CH:18]([CH2:19][CH2:20]1)[C@@H:17]([NH:23][C:24]([C:26]1[O:27][C:28]3[CH:34]=[CH:33][C:32](Br)=[CH:31][C:29]=3[CH:30]=1)=[O:25])[CH2:16]2, predict the reaction product. The product is: [N:15]12[CH2:20][CH2:19][CH:18]([CH2:21][CH2:22]1)[C@@H:17]([NH:23][C:24]([C:26]1[O:27][C:28]3[CH:34]=[CH:33][C:32]([C:4]4[CH:5]=[CH:6][CH:7]=[CH:8][C:3]=4[CH2:2][OH:1])=[CH:31][C:29]=3[CH:30]=1)=[O:25])[CH2:16]2. (6) Given the reactants [Br-].[CH2:2]([O:4][C:5]([CH2:7][P+](C1C=CC=CC=1)(C1C=CC=CC=1)C1C=CC=CC=1)=[O:6])[CH3:3].[H-].[Na+].[OH:29][C:30]1[CH:31]=[CH:32][CH:33]=[C:34]2[C:39]=1[N:38]=[C:37]([CH:40]=O)[CH:36]=[CH:35]2, predict the reaction product. The product is: [OH:29][C:30]1[CH:31]=[CH:32][CH:33]=[C:34]2[C:39]=1[N:38]=[C:37](/[CH:40]=[CH:7]/[C:5]([O:4][CH2:2][CH3:3])=[O:6])[CH:36]=[CH:35]2. (7) Given the reactants Cl.[CH3:2][N:3]1[C:7]2[CH:8]=[C:9]([CH2:12][C:13]([O:15]C)=[O:14])[CH:10]=[CH:11][C:6]=2[O:5][C:4]1=[O:17], predict the reaction product. The product is: [CH3:2][N:3]1[C:7]2[CH:8]=[C:9]([CH2:12][C:13]([OH:15])=[O:14])[CH:10]=[CH:11][C:6]=2[O:5][C:4]1=[O:17].